This data is from Cav3 T-type calcium channel HTS with 100,875 compounds. The task is: Binary Classification. Given a drug SMILES string, predict its activity (active/inactive) in a high-throughput screening assay against a specified biological target. (1) The compound is O1C(CNC(=O)CC2Nc3c(NC2=O)cccc3)COc2c1cccc2. The result is 0 (inactive). (2) The molecule is S(CC(=O)NC1C(CCCC1)C)c1n(c(nn1)CNC(=O)COc1c(cccc1C)C)C. The result is 0 (inactive). (3) The molecule is O1c2c(OCCC1)ccc(C(=O)CCc1ccccc1)c2. The result is 0 (inactive).